The task is: Predict the reaction yield, written as a fraction of the theoretical maximum amount of product (1.0 means a 100% yield; for example, 0.34 means a 34% yield).. This data is from Reaction yield outcomes from USPTO patents with 853,638 reactions. (1) The reactants are [CH2:1]([O:8][C:9]([N:11]1[CH2:16][CH2:15][CH2:14][C:13]([C:18](=O)N)(C)[CH2:12]1)=[O:10])[C:2]1[CH:7]=[CH:6][CH:5]=[CH:4][CH:3]=1.FC(F)(F)C(=O)OI(C1C=CC=CC=1)OC(C(F)(F)F)=O.O.C(#[N:45])C. No catalyst specified. The product is [CH2:1]([O:8][C:9]([N:11]1[CH2:16][CH2:15][CH2:14][C:13]([NH2:45])([CH3:18])[CH2:12]1)=[O:10])[C:2]1[CH:7]=[CH:6][CH:5]=[CH:4][CH:3]=1. The yield is 0.930. (2) The reactants are [CH2:1]([NH:8][CH2:9][CH2:10][OH:11])[C:2]1[CH:7]=[CH:6][CH:5]=[CH:4][CH:3]=1.ClC(=C)[C:14]#[N:15].O.[CH3:18][C:19](C)([O-])C.[K+]. The catalyst is O1CCCC1. The product is [CH2:1]([N:8]1[CH2:19][CH2:18][O:11][CH:10]([C:14]#[N:15])[CH2:9]1)[C:2]1[CH:7]=[CH:6][CH:5]=[CH:4][CH:3]=1. The yield is 0.650. (3) The reactants are [F:1][C:2]1[CH:7]=[CH:6][C:5]([C:8]2[C:16]3[C:11](=[CH:12][CH:13]=[C:14]([C:17]4[NH:21][C:20](=[O:22])[O:19][N:18]=4)[CH:15]=3)[N:10](C3CCCCO3)[N:9]=2)=[CH:4][CH:3]=1.Cl.[OH-].[Na+]. The catalyst is O1CCOCC1.CO. The product is [F:1][C:2]1[CH:7]=[CH:6][C:5]([C:8]2[C:16]3[C:11](=[CH:12][CH:13]=[C:14]([C:17]4[NH:21][C:20](=[O:22])[O:19][N:18]=4)[CH:15]=3)[NH:10][N:9]=2)=[CH:4][CH:3]=1. The yield is 0.190. (4) The reactants are Cl[C:2]1[C:7]2[C:8](=[O:24])[N:9]([CH2:12][CH2:13][C:14]3[CH:23]=[CH:22][C:21]4[C:16](=[CH:17][CH:18]=[CH:19][CH:20]=4)[N:15]=3)[N:10]=[CH:11][C:6]=2[CH:5]=[N:4][CH:3]=1.CO.C(=O)([O-])[O-].[Na+].[Na+].[N:33]1[CH:38]=[CH:37][C:36](B(O)O)=[CH:35][CH:34]=1. The catalyst is C1(C)C=CC=CC=1.C1C=CC([P]([Pd]([P](C2C=CC=CC=2)(C2C=CC=CC=2)C2C=CC=CC=2)([P](C2C=CC=CC=2)(C2C=CC=CC=2)C2C=CC=CC=2)[P](C2C=CC=CC=2)(C2C=CC=CC=2)C2C=CC=CC=2)(C2C=CC=CC=2)C2C=CC=CC=2)=CC=1.CC(=O)OCC.O. The product is [N:33]1[CH:38]=[CH:37][C:36]([C:2]2[C:7]3[C:8](=[O:24])[N:9]([CH2:12][CH2:13][C:14]4[CH:23]=[CH:22][C:21]5[C:16](=[CH:17][CH:18]=[CH:19][CH:20]=5)[N:15]=4)[N:10]=[CH:11][C:6]=3[CH:5]=[N:4][CH:3]=2)=[CH:35][CH:34]=1. The yield is 0.0679. (5) The reactants are [CH3:1][O:2][C:3]1[C:12]2[N:11]=[C:10]([NH2:13])[N:9]3[CH2:14][CH2:15][N:16]=[C:8]3[C:7]=2[CH:6]=[CH:5][C:4]=1[O:17][CH2:18][CH2:19][CH2:20][N:21]1[CH2:26][CH2:25][O:24][CH2:23][CH2:22]1.[NH2:27][C:28]1[S:29][C:30]([C:34](O)=[O:35])=[C:31]([CH3:33])[N:32]=1.C1CN([P+](ON2N=NC3C=CC=CC2=3)(N2CCCC2)N2CCCC2)CC1.F[P-](F)(F)(F)(F)F.C(N(C(C)C)CC)(C)C. The catalyst is CN(C=O)C. The product is [NH2:27][C:28]1[S:29][C:30]([C:34]([NH:13][C:10]2[N:9]3[CH2:14][CH2:15][N:16]=[C:8]3[C:7]3[CH:6]=[CH:5][C:4]([O:17][CH2:18][CH2:19][CH2:20][N:21]4[CH2:22][CH2:23][O:24][CH2:25][CH2:26]4)=[C:3]([O:2][CH3:1])[C:12]=3[N:11]=2)=[O:35])=[C:31]([CH3:33])[N:32]=1. The yield is 0.0400. (6) The reactants are [Cl:1][C:2]1[CH:7]=[C:6]([N:8]([CH2:17][O:18][CH2:19][CH2:20][Si:21]([CH3:24])([CH3:23])[CH3:22])[CH2:9][O:10][CH2:11][CH2:12][Si:13]([CH3:16])([CH3:15])[CH3:14])[N:5]2[N:25]=[CH:26][C:27](I)=[C:4]2[N:3]=1.[F:29][C:30]1[CH:31]=[C:32]2[C:37](=[CH:38][CH:39]=1)[N:36]=[CH:35][C:34](B1OC(C)(C)C(C)(C)O1)=[CH:33]2.C([O-])([O-])=O.[K+].[K+].C(Cl)Cl. The catalyst is C1C=CC(P(C2C=CC=CC=2)[C-]2C=CC=C2)=CC=1.C1C=CC(P(C2C=CC=CC=2)[C-]2C=CC=C2)=CC=1.Cl[Pd]Cl.[Fe+2].O.O1CCOCC1. The product is [Cl:1][C:2]1[CH:7]=[C:6]([N:8]([CH2:17][O:18][CH2:19][CH2:20][Si:21]([CH3:24])([CH3:23])[CH3:22])[CH2:9][O:10][CH2:11][CH2:12][Si:13]([CH3:16])([CH3:15])[CH3:14])[N:5]2[N:25]=[CH:26][C:27]([C:34]3[CH:35]=[N:36][C:37]4[C:32]([CH:33]=3)=[CH:31][C:30]([F:29])=[CH:39][CH:38]=4)=[C:4]2[N:3]=1. The yield is 0.730. (7) The reactants are [CH3:1][C:2]1[C:6]2[CH:7]=[CH:8][CH:9]=[C:10]([CH3:11])[C:5]=2[O:4][N:3]=1.[N+:12]([O-])([OH:14])=[O:13]. The catalyst is OS(O)(=O)=O.O. The product is [CH3:1][C:2]1[C:6]2[CH:7]=[C:8]([N+:12]([O-:14])=[O:13])[CH:9]=[C:10]([CH3:11])[C:5]=2[O:4][N:3]=1. The yield is 0.727.